Dataset: NCI-60 drug combinations with 297,098 pairs across 59 cell lines. Task: Regression. Given two drug SMILES strings and cell line genomic features, predict the synergy score measuring deviation from expected non-interaction effect. (1) Drug 1: C1CCC(C1)C(CC#N)N2C=C(C=N2)C3=C4C=CNC4=NC=N3. Drug 2: CC12CCC3C(C1CCC2=O)CC(=C)C4=CC(=O)C=CC34C. Cell line: CAKI-1. Synergy scores: CSS=21.1, Synergy_ZIP=-0.986, Synergy_Bliss=-5.18, Synergy_Loewe=-12.6, Synergy_HSA=-2.93. (2) Drug 1: CC1=CC=C(C=C1)C2=CC(=NN2C3=CC=C(C=C3)S(=O)(=O)N)C(F)(F)F. Drug 2: CCC1=C2CN3C(=CC4=C(C3=O)COC(=O)C4(CC)O)C2=NC5=C1C=C(C=C5)O. Cell line: ACHN. Synergy scores: CSS=56.9, Synergy_ZIP=3.32, Synergy_Bliss=0.527, Synergy_Loewe=-40.7, Synergy_HSA=3.29. (3) Drug 1: CC1=CC2C(CCC3(C2CCC3(C(=O)C)OC(=O)C)C)C4(C1=CC(=O)CC4)C. Drug 2: C1=CC=C(C=C1)NC(=O)CCCCCCC(=O)NO. Cell line: SF-268. Synergy scores: CSS=3.68, Synergy_ZIP=0.927, Synergy_Bliss=-1.77, Synergy_Loewe=-11.4, Synergy_HSA=-6.34. (4) Drug 1: CS(=O)(=O)C1=CC(=C(C=C1)C(=O)NC2=CC(=C(C=C2)Cl)C3=CC=CC=N3)Cl. Drug 2: CN(CC1=CN=C2C(=N1)C(=NC(=N2)N)N)C3=CC=C(C=C3)C(=O)NC(CCC(=O)O)C(=O)O. Cell line: CAKI-1. Synergy scores: CSS=20.2, Synergy_ZIP=-3.25, Synergy_Bliss=1.48, Synergy_Loewe=-13.7, Synergy_HSA=2.76. (5) Drug 1: CS(=O)(=O)OCCCCOS(=O)(=O)C. Drug 2: COCCOC1=C(C=C2C(=C1)C(=NC=N2)NC3=CC=CC(=C3)C#C)OCCOC.Cl. Cell line: CCRF-CEM. Synergy scores: CSS=37.5, Synergy_ZIP=1.34, Synergy_Bliss=3.02, Synergy_Loewe=1.50, Synergy_HSA=1.49. (6) Drug 1: C1=CC(=CC=C1CCCC(=O)O)N(CCCl)CCCl. Drug 2: C1=CC=C(C(=C1)C(C2=CC=C(C=C2)Cl)C(Cl)Cl)Cl. Cell line: PC-3. Synergy scores: CSS=18.8, Synergy_ZIP=-3.94, Synergy_Bliss=-3.80, Synergy_Loewe=-5.89, Synergy_HSA=-2.97.